This data is from Forward reaction prediction with 1.9M reactions from USPTO patents (1976-2016). The task is: Predict the product of the given reaction. (1) The product is: [Br:1][C:2]1[N:7]=[C:6]([C:8]([NH:25][C:17](=[O:18])[CH3:16])([CH3:10])[CH3:9])[CH:5]=[CH:4][CH:3]=1. Given the reactants [Br:1][C:2]1[N:7]=[C:6]([C:8](O)([CH3:10])[CH3:9])[CH:5]=[CH:4][CH:3]=1.B(F)(F)F.[CH3:16][CH2:17][O:18]CC.[OH-].[Na+].C(#[N:25])C, predict the reaction product. (2) Given the reactants [NH2:1][C:2]1[CH:3]=[C:4]([CH2:8][CH2:9][C:10]([NH:12][C:13]2[CH:14]=[C:15]3[C:19](=[CH:20][C:21]=2[N+:22]([O-])=O)[N:18]([CH2:25][CH2:26][CH2:27][CH2:28][CH3:29])[C:17](=[O:30])[C:16]3([CH3:32])[CH3:31])=O)[CH:5]=[CH:6][CH:7]=1.[CH2:33](Cl)Cl.[CH3:36][OH:37], predict the reaction product. The product is: [CH3:31][C:16]1([CH3:32])[C:15]2[CH:14]=[C:13]3[NH:12][C:10]([CH2:9][CH2:8][C:4]4[CH:3]=[C:2]([NH:1][C:36](=[O:37])[CH3:33])[CH:7]=[CH:6][CH:5]=4)=[N:22][C:21]3=[CH:20][C:19]=2[N:18]([CH2:25][CH2:26][CH2:27][CH2:28][CH3:29])[C:17]1=[O:30]. (3) The product is: [CH2:24]([O:13][C:6]1[C:5](=[O:14])[CH:4]=[C:3]([CH:2]([F:15])[F:1])[O:16][C:7]=1[CH:10]([OH:12])[CH3:11])[C:21]1[CH:22]=[CH:23][CH:18]=[CH:19][CH:20]=1. Given the reactants [F:1][CH:2]([F:15])[C:3]1N(C)[C:7]([CH:10]([OH:12])[CH3:11])=[C:6]([OH:13])[C:5](=[O:14])[CH:4]=1.[OH-:16].[Na+].[CH:18]1[CH:23]=[CH:22][C:21]([CH2:24]Br)=[CH:20][CH:19]=1, predict the reaction product. (4) Given the reactants [N:1]1[CH:6]=[CH:5][CH:4]=[CH:3][C:2]=1[C:7]1[O:11][CH:10]=[N:9][CH:8]=1.[C:12]1([CH2:18][CH2:19][CH2:20][O:21][CH2:22][CH2:23][C:24](O)=[O:25])[CH:17]=[CH:16][CH:15]=[CH:14][CH:13]=1, predict the reaction product. The product is: [C:12]1([CH2:18][CH2:19][CH2:20][O:21][CH2:22][CH2:23][C:24]([C:10]2[O:11][C:7]([C:2]3[CH:3]=[CH:4][CH:5]=[CH:6][N:1]=3)=[CH:8][N:9]=2)=[O:25])[CH:17]=[CH:16][CH:15]=[CH:14][CH:13]=1. (5) Given the reactants [CH3:1][C:2]1[NH:6][N:5]=[CH:4][C:3]=1[C:7]1[N:8]=[C:9](O)[C:10]2[S:15][CH:14]=[CH:13][C:11]=2[N:12]=1.C(OC(=O)[NH:23][C@H:24]([CH2:32][NH2:33])[CH2:25][C:26]1C=CC=CC=1)(C)(C)C, predict the reaction product. The product is: [CH3:1][C:2]1[NH:6][N:5]=[CH:4][C:3]=1[C:7]1[N:8]=[C:9]([NH:23][C@@H:24]2[CH2:25][CH2:26][NH:33][CH2:32]2)[C:10]2[S:15][CH:14]=[CH:13][C:11]=2[N:12]=1. (6) Given the reactants [Br:1][C:2]1[CH:3]=[C:4]([CH2:9]O)[CH:5]=[C:6]([I:8])[CH:7]=1.[Cl:11]CCl.S(Cl)(Cl)(=O)=O, predict the reaction product. The product is: [Br:1][C:2]1[CH:7]=[C:6]([I:8])[CH:5]=[C:4]([CH2:9][Cl:11])[CH:3]=1.